From a dataset of Forward reaction prediction with 1.9M reactions from USPTO patents (1976-2016). Predict the product of the given reaction. (1) Given the reactants [CH2:1]([CH:3]([NH:6][C:7]1[CH:12]=[C:11]([CH3:13])[N:10]=[C:9]([O:14][C:15]2[C:20]([CH3:21])=[CH:19][C:18]([CH3:22])=[CH:17][C:16]=2[CH3:23])[C:8]=1[NH2:24])[CH2:4][CH3:5])[CH3:2].[Cl:25][CH2:26][C:27](Cl)=[O:28].C(N(CC)CC)C, predict the reaction product. The product is: [Cl:25][CH2:26][C:27]([NH:24][C:8]1[C:9]([O:14][C:15]2[C:20]([CH3:21])=[CH:19][C:18]([CH3:22])=[CH:17][C:16]=2[CH3:23])=[N:10][C:11]([CH3:13])=[CH:12][C:7]=1[NH:6][CH:3]([CH2:4][CH3:5])[CH2:1][CH3:2])=[O:28]. (2) Given the reactants [CH:1]1([CH:7]([C:9]2[C:10]([CH3:22])=[N:11][N:12]([C:14]3[CH:19]=[CH:18][C:17]([F:20])=[CH:16][C:15]=3[CH3:21])[CH:13]=2)O)[CH2:6][CH2:5][CH2:4][CH2:3][CH2:2]1.[NH2:23][C:24]1[CH:29]=[CH:28][C:27]([C:30]([N:32]([CH3:40])[CH2:33][CH2:34][C:35]([O:37]CC)=[O:36])=[O:31])=[CH:26][CH:25]=1, predict the reaction product. The product is: [F:20][C:17]1[CH:18]=[CH:19][C:14]([N:12]2[CH:13]=[C:9]([CH:7]([NH:23][C:24]3[CH:25]=[CH:26][C:27]([C:30]([N:32]([CH3:40])[CH2:33][CH2:34][C:35]([OH:37])=[O:36])=[O:31])=[CH:28][CH:29]=3)[CH:1]3[CH2:6][CH2:5][CH2:4][CH2:3][CH2:2]3)[C:10]([CH3:22])=[N:11]2)=[C:15]([CH3:21])[CH:16]=1. (3) Given the reactants Br[C:2]1[CH:7]=[CH:6][C:5]([S:8]([C:11]2([F:27])[CH2:16][CH2:15][N:14]([CH2:17][CH2:18][C:19]3[CH:24]=[CH:23][C:22]([F:25])=[CH:21][C:20]=3[F:26])[CH2:13][CH2:12]2)(=[O:10])=[O:9])=[CH:4][CH:3]=1.[CH3:28][N:29](C=O)C, predict the reaction product. The product is: [F:26][C:20]1[CH:21]=[C:22]([F:25])[CH:23]=[CH:24][C:19]=1[CH2:18][CH2:17][N:14]1[CH2:15][CH2:16][C:11]([S:8]([C:5]2[CH:6]=[CH:7][C:2]([C:28]#[N:29])=[CH:3][CH:4]=2)(=[O:10])=[O:9])([F:27])[CH2:12][CH2:13]1. (4) Given the reactants [C:1]1([S:7](Cl)(=[O:9])=[O:8])[CH:6]=[CH:5][CH:4]=[CH:3][CH:2]=1.[F:11][C:12]1[CH:39]=[CH:38][C:15]([CH2:16][O:17][CH2:18][C:19]([NH:21][CH2:22][CH2:23][CH2:24][CH2:25][CH2:26][C:27]2[N:28]=[C:29]([CH:32]3[CH2:37][CH2:36][NH:35][CH2:34][CH2:33]3)[S:30][CH:31]=2)=[O:20])=[CH:14][CH:13]=1.CN(C1C=CC=CN=1)C, predict the reaction product. The product is: [F:11][C:12]1[CH:39]=[CH:38][C:15]([CH2:16][O:17][CH2:18][C:19]([NH:21][CH2:22][CH2:23][CH2:24][CH2:25][CH2:26][C:27]2[N:28]=[C:29]([CH:32]3[CH2:37][CH2:36][N:35]([S:7]([C:1]4[CH:6]=[CH:5][CH:4]=[CH:3][CH:2]=4)(=[O:9])=[O:8])[CH2:34][CH2:33]3)[S:30][CH:31]=2)=[O:20])=[CH:14][CH:13]=1. (5) Given the reactants O[N:2]=[CH:3][C:4]1[CH:5]=[CH:6][C:7]2[O:12][CH:11]([C:13]([F:16])([F:15])[F:14])[C:10]([C:17]([O:19][CH2:20][CH3:21])=[O:18])=[CH:9][C:8]=2[CH:22]=1.FC(F)(F)C(OC(=O)C(F)(F)F)=O.C(N(CC)CC)C.Cl, predict the reaction product. The product is: [C:3]([C:4]1[CH:5]=[CH:6][C:7]2[O:12][CH:11]([C:13]([F:16])([F:15])[F:14])[C:10]([C:17]([O:19][CH2:20][CH3:21])=[O:18])=[CH:9][C:8]=2[CH:22]=1)#[N:2]. (6) Given the reactants [Br:1][C:2]1[CH:7]=[CH:6][CH:5]=[C:4]([C:8]#[CH:9])[CH:3]=1.CN(C=O)C.I[C:16]1[CH:21]=[CH:20][C:19]([O:22][CH:23]([F:25])[F:24])=[CH:18][CH:17]=1.O, predict the reaction product. The product is: [Br:1][C:2]1[CH:7]=[CH:6][CH:5]=[C:4]([C:8]#[C:9][C:16]2[CH:21]=[CH:20][C:19]([O:22][CH:23]([F:25])[F:24])=[CH:18][CH:17]=2)[CH:3]=1.